This data is from Reaction yield outcomes from USPTO patents with 853,638 reactions. The task is: Predict the reaction yield, written as a fraction of the theoretical maximum amount of product (1.0 means a 100% yield; for example, 0.34 means a 34% yield). The reactants are [NH2:1][C:2]1[CH:11]=[N:10][CH:9]=[CH:8][C:3]=1[C:4]([O:6][CH3:7])=[O:5].C(N(C(C)C)CC)(C)C.ClC(Cl)(O[C:25](=[O:31])OC(Cl)(Cl)Cl)Cl.[Br:33][C:34]1[CH:35]=[CH:36][C:37]([NH2:40])=[N:38][CH:39]=1. The catalyst is C(Cl)Cl. The product is [Br:33][C:34]1[CH:35]=[CH:36][C:37]([NH:40][C:25]([NH:1][C:2]2[CH:11]=[N:10][CH:9]=[CH:8][C:3]=2[C:4]([O:6][CH3:7])=[O:5])=[O:31])=[N:38][CH:39]=1. The yield is 0.670.